This data is from Catalyst prediction with 721,799 reactions and 888 catalyst types from USPTO. The task is: Predict which catalyst facilitates the given reaction. (1) Reactant: [F:1][C:2]1[CH:7]=[CH:6][C:5]([C:8]2[N:9]=[C:10]3[CH:15]=[CH:14][C:13]([N:16]4[CH2:21][CH2:20][NH:19][C@H:18]([CH3:22])[CH2:17]4)=[N:12][N:11]3[C:23]=2[C:24]2[CH:29]=[CH:28][N:27]=[C:26]3[N:30](S(C4C=CC(C)=CC=4)(=O)=O)[CH:31]=[CH:32][C:25]=23)=[CH:4][CH:3]=1.[OH-].[Na+].O. Product: [F:1][C:2]1[CH:3]=[CH:4][C:5]([C:8]2[N:9]=[C:10]3[CH:15]=[CH:14][C:13]([N:16]4[CH2:21][CH2:20][NH:19][C@H:18]([CH3:22])[CH2:17]4)=[N:12][N:11]3[C:23]=2[C:24]2[CH:29]=[CH:28][N:27]=[C:26]3[NH:30][CH:31]=[CH:32][C:25]=23)=[CH:6][CH:7]=1. The catalyst class is: 5. (2) Reactant: [CH:1]1([NH2:7])[CH2:6][CH2:5][CH2:4][CH2:3][CH2:2]1.Cl[CH2:9][Si:10](C)([O:13][CH3:14])[O:11][CH3:12].[SiH4]. Product: [CH:1]1([NH:7][CH2:9][SiH:10]([O:13][CH3:14])[O:11][CH3:12])[CH2:6][CH2:5][CH2:4][CH2:3][CH2:2]1. The catalyst class is: 244.